Task: Predict the product of the given reaction.. Dataset: Forward reaction prediction with 1.9M reactions from USPTO patents (1976-2016) Given the reactants N([C:3]([O:5][CH:6](C)[CH3:7])=O)=N[C:3]([O:5][CH:6](C)[CH3:7])=O.[NH2:15][C:16]1[NH:20][N:19]=[C:18]([OH:21])[CH:17]=1.C1C=CC(P(C2C=CC=CC=2)C2C=CC=CC=2)=CC=1.COCCO, predict the reaction product. The product is: [CH3:3][O:5][CH2:6][CH2:7][O:21][C:18]1[CH:17]=[C:16]([NH2:15])[NH:20][N:19]=1.